This data is from NCI-60 drug combinations with 297,098 pairs across 59 cell lines. The task is: Regression. Given two drug SMILES strings and cell line genomic features, predict the synergy score measuring deviation from expected non-interaction effect. Drug 1: CC1C(C(CC(O1)OC2CC(CC3=C2C(=C4C(=C3O)C(=O)C5=C(C4=O)C(=CC=C5)OC)O)(C(=O)C)O)N)O.Cl. Drug 2: CN(CCCl)CCCl.Cl. Cell line: HS 578T. Synergy scores: CSS=14.0, Synergy_ZIP=-2.40, Synergy_Bliss=9.58, Synergy_Loewe=-11.8, Synergy_HSA=3.57.